This data is from Catalyst prediction with 721,799 reactions and 888 catalyst types from USPTO. The task is: Predict which catalyst facilitates the given reaction. Reactant: [F:1][C@H:2]1[CH2:19][C@@:17]2([CH3:18])[C@@H:13]([CH2:14][CH2:15][C:16]2=[O:20])[C@H:12]2[C@H:3]1[C:4]1[CH:5]=[CH:6][C:7]([OH:27])=[CH:8][C:9]=1[CH2:10][C@H:11]2[CH2:21][CH2:22][CH2:23][CH2:24][CH2:25]I.[F:28][C:29]([C:34]([F:55])([F:54])[C:35]([F:53])([F:52])[C:36]([F:51])([F:50])[C:37]([F:49])([F:48])[C:38]([F:47])([F:46])[C:39]([F:45])([F:44])[C:40]([F:43])([F:42])[F:41])=[CH:30][CH2:31][NH:32][CH3:33]. Product: [F:1][C@H:2]1[CH2:19][C@@:17]2([CH3:18])[C@@H:13]([CH2:14][CH2:15][C:16]2=[O:20])[C@H:12]2[C@H:3]1[C:4]1[CH:5]=[CH:6][C:7]([OH:27])=[CH:8][C:9]=1[CH2:10][C@H:11]2[CH2:21][CH2:22][CH2:23][CH2:24][CH2:25][N:32]([CH2:31][CH:30]=[C:29]([F:28])[C:34]([F:54])([F:55])[C:35]([F:52])([F:53])[C:36]([F:50])([F:51])[C:37]([F:48])([F:49])[C:38]([F:46])([F:47])[C:39]([F:44])([F:45])[C:40]([F:43])([F:42])[F:41])[CH3:33]. The catalyst class is: 60.